From a dataset of Forward reaction prediction with 1.9M reactions from USPTO patents (1976-2016). Predict the product of the given reaction. The product is: [C:12]([O:11][C:9]([NH:16][CH2:17][CH2:18][CH2:19][OH:20])=[O:10])([CH3:13])([CH3:14])[CH3:15]. Given the reactants [C:9](O[C:9]([O:11][C:12]([CH3:15])([CH3:14])[CH3:13])=[O:10])([O:11][C:12]([CH3:15])([CH3:14])[CH3:13])=[O:10].[NH2:16][CH2:17][CH2:18][CH2:19][OH:20], predict the reaction product.